From a dataset of Reaction yield outcomes from USPTO patents with 853,638 reactions. Predict the reaction yield, written as a fraction of the theoretical maximum amount of product (1.0 means a 100% yield; for example, 0.34 means a 34% yield). The reactants are [CH2:1]([O:3][C:4](=[O:29])[CH2:5][O:6][C:7]1[CH:12]=[CH:11][C:10]([O:13]CC=C)=[CH:9][C:8]=1[C:17](=[O:28])[NH:18][CH2:19][C:20]1[CH:25]=[CH:24][C:23]([Br:26])=[CH:22][C:21]=1[F:27])[CH3:2].O1CCOCC1.N1CCCC1. The catalyst is C(OCC)(=O)C. The product is [CH2:1]([O:3][C:4](=[O:29])[CH2:5][O:6][C:7]1[CH:12]=[CH:11][C:10]([OH:13])=[CH:9][C:8]=1[C:17](=[O:28])[NH:18][CH2:19][C:20]1[CH:25]=[CH:24][C:23]([Br:26])=[CH:22][C:21]=1[F:27])[CH3:2]. The yield is 0.760.